This data is from Reaction yield outcomes from USPTO patents with 853,638 reactions. The task is: Predict the reaction yield, written as a fraction of the theoretical maximum amount of product (1.0 means a 100% yield; for example, 0.34 means a 34% yield). (1) The reactants are [I:1][C:2]1[C:3]([S:11][C:12]2[N:13]([CH2:28][CH2:29][CH2:30][CH2:31][CH2:32][N:33]3[C:41](=[O:42])[C:40]4[C:35](=[CH:36][CH:37]=[CH:38][CH:39]=4)[C:34]3=[O:43])[C:14]3[N:15]=C[N:17](COCCOC)[C:18](=[O:21])[C:19]=3[N:20]=2)=[CH:4][C:5]2[O:9][CH2:8][O:7][C:6]=2[CH:10]=1.[OH-].[Na+].Cl. No catalyst specified. The product is [NH2:15][C:14]1[N:13]([CH2:28][CH2:29][CH2:30][CH2:31][CH2:32][N:33]2[C:41](=[O:42])[C:40]3[C:35](=[CH:36][CH:37]=[CH:38][CH:39]=3)[C:34]2=[O:43])[C:12]([S:11][C:3]2[C:2]([I:1])=[CH:10][C:6]3[O:7][CH2:8][O:9][C:5]=3[CH:4]=2)=[N:20][C:19]=1[C:18]([NH2:17])=[O:21]. The yield is 0.420. (2) The product is [Cl:8][C:3]1[C:2]([O:12][CH2:11][C:10]([F:14])([F:13])[F:9])=[CH:7][CH:6]=[CH:5][N:4]=1. The yield is 0.701. The reactants are N[C:2]1[C:3]([Cl:8])=[N:4][CH:5]=[CH:6][CH:7]=1.[F:9][C:10]([F:14])([F:13])[CH2:11][OH:12].CS(O)(=O)=O.S([O-])([O-])(=O)=O.[Mg+2].N(OC(C)(C)C)=O.C(=O)(O)[O-].[Na+]. No catalyst specified. (3) The reactants are Br[C:2]1[N:7]=[C:6]2[S:8][C:9]([NH:11][C:12](=[O:24])[C:13]3[CH:18]=[CH:17][C:16]([C:19]([CH3:23])([CH3:22])[CH2:20][OH:21])=[CH:15][CH:14]=3)=[N:10][C:5]2=[CH:4][CH:3]=1.[CH3:25][C:26]1[CH:27]=[N:28][CH:29]=[CH:30][C:31]=1B(O)O. No catalyst specified. The product is [OH:21][CH2:20][C:19]([C:16]1[CH:17]=[CH:18][C:13]([C:12]([NH:11][C:9]2[S:8][C:6]3[C:5]([N:10]=2)=[CH:4][CH:3]=[C:2]([C:31]2[CH:30]=[CH:29][N:28]=[CH:27][C:26]=2[CH3:25])[N:7]=3)=[O:24])=[CH:14][CH:15]=1)([CH3:23])[CH3:22]. The yield is 0.700. (4) The reactants are FC(F)(F)C([O:5][CH2:6][CH2:7][CH2:8][N:9]1[C:18](=[O:19])[C:17]2[C:12](=[CH:13][CH:14]=[C:15]([O:27][C:28]([F:31])([F:30])[F:29])[C:16]=2[CH2:20][C:21]2[CH:26]=[CH:25][CH:24]=[CH:23][CH:22]=2)[N:11]([CH3:32])[C:10]1=[O:33])=O.O[Li].O. The catalyst is C1COCC1.O.CC(=O)OCC. The product is [CH2:20]([C:16]1[C:15]([O:27][C:28]([F:30])([F:31])[F:29])=[CH:14][CH:13]=[C:12]2[C:17]=1[C:18](=[O:19])[N:9]([CH2:8][CH2:7][CH2:6][OH:5])[C:10](=[O:33])[N:11]2[CH3:32])[C:21]1[CH:22]=[CH:23][CH:24]=[CH:25][CH:26]=1. The yield is 0.556.